This data is from Drug-target binding data from BindingDB using Ki measurements. The task is: Regression. Given a target protein amino acid sequence and a drug SMILES string, predict the binding affinity score between them. We predict pKi (pKi = -log10(Ki in M); higher means stronger inhibition). Dataset: bindingdb_ki. (1) The drug is C=C=CCNCCCCNCC=C=C. The target protein (Q8C0L6) has sequence MAFPGPRVLVVGSGIAGLGAAQKLCSHRAAPHLRVLEATASAGGRIRSERCFGGVVELGAHWIHGPSQDNPVFQLAAEFGLLGEKELSEENQLVDTGGHVALPSMIWSSSGTSVSLELMTEMARLFYGLIERTREFLNESETPMASVGEFLKKEISQQVASWTEDDEDTRKRKLAILNTFFNIECCVSGTHSMDLVALAPFGEYTVLPGLDCILAGGYQGLTDRILASLPKDTVAFDKPVKTIHWNGSFQEAAFPGETFPVLVECEDGARLPAHHVIVTVPLGFLKEHQDTFFEPPLPAKKAEAIKKLGFGTNNKIFLEFEEPFWEPDCQFIQVVWEDTSPLQDTALSLQDTWFKKLIGFLVQPSFESSHVLCGFIAGLESEFMETLSDEEVLLSLTQVLRRVTGNPQLPAAKSVRRSQWHSAPYTRGSYSYVAVGSTGDDLDLMAQPLPEDGTGTQLQVLFAGEATHRTFYSTTHGALLSGWREADRLVSLWDSQVEQS.... The pKi is 5.8. (2) The drug is CC(N)Cc1c[nH]c2ccc(OCc3cccs3)cc12. The target protein sequence is MDMLCEENTSLSSMNSLMQLSDDTRLYSKDVSSGEANTSDAFNWTVDSENRTNISCEGCLSPPCFPFLRLQEKNWSALLTAVVIVLTIAGNILVIMAVSLEKKLQNATNYFLMSLAIADMLLGFLVMPVSMLTILYGYRWPLPSKLCAVWIYLDVLFSTASIMHLCAISLDRYVAIQNPIHHSRFNSRTKAFLKIIAVWTISVGISMPIPVFGLQDDSKVFKEGSCLLADDNFVLIGSFVSFFIPLTIMVITYFLTIKSLQKEATLCVSDPGTRAKLASFSFLPQSSLSSEKLFQRSIHREPGSYAGRRTMQSISNEQKACKVLGIVFFLFVVMWCPFFITNIMAVMCKESCNEAVIGALLNVFVWIGYLSSAVNPLVYTLFNKTYRSAFSRYIQCQYKENKKPLQLILVNTIPALAYKSSQLQMGQKKNSKKEAKMTDNNCSMVALGKQHSDDASTDNIDTVNEKVSCV. The pKi is 5.0.